Task: Regression. Given two drug SMILES strings and cell line genomic features, predict the synergy score measuring deviation from expected non-interaction effect.. Dataset: NCI-60 drug combinations with 297,098 pairs across 59 cell lines (1) Drug 1: C1=NC2=C(N1)C(=S)N=CN2. Drug 2: C1CN(P(=O)(OC1)NCCCl)CCCl. Cell line: PC-3. Synergy scores: CSS=21.0, Synergy_ZIP=-4.51, Synergy_Bliss=1.19, Synergy_Loewe=-22.7, Synergy_HSA=-0.672. (2) Drug 1: CCC1(CC2CC(C3=C(CCN(C2)C1)C4=CC=CC=C4N3)(C5=C(C=C6C(=C5)C78CCN9C7C(C=CC9)(C(C(C8N6C)(C(=O)OC)O)OC(=O)C)CC)OC)C(=O)OC)O.OS(=O)(=O)O. Drug 2: CC12CCC3C(C1CCC2OP(=O)(O)O)CCC4=C3C=CC(=C4)OC(=O)N(CCCl)CCCl.[Na+]. Cell line: A498. Synergy scores: CSS=3.81, Synergy_ZIP=-0.0237, Synergy_Bliss=0.497, Synergy_Loewe=-1.32, Synergy_HSA=-1.72. (3) Drug 1: C1CCC(CC1)NC(=O)N(CCCl)N=O. Drug 2: CC1=C(C(CCC1)(C)C)C=CC(=CC=CC(=CC(=O)O)C)C. Cell line: HCT-15. Synergy scores: CSS=39.3, Synergy_ZIP=0.413, Synergy_Bliss=3.50, Synergy_Loewe=1.64, Synergy_HSA=1.95. (4) Drug 1: CCN(CC)CCNC(=O)C1=C(NC(=C1C)C=C2C3=C(C=CC(=C3)F)NC2=O)C. Drug 2: C(CC(=O)O)C(=O)CN.Cl. Cell line: NCI-H522. Synergy scores: CSS=15.8, Synergy_ZIP=-2.16, Synergy_Bliss=1.31, Synergy_Loewe=3.27, Synergy_HSA=1.46. (5) Drug 1: CCC1(C2=C(COC1=O)C(=O)N3CC4=CC5=C(C=CC(=C5CN(C)C)O)N=C4C3=C2)O.Cl. Drug 2: COCCOC1=C(C=C2C(=C1)C(=NC=N2)NC3=CC=CC(=C3)C#C)OCCOC.Cl. Cell line: SR. Synergy scores: CSS=67.3, Synergy_ZIP=1.43, Synergy_Bliss=1.55, Synergy_Loewe=-28.3, Synergy_HSA=0.773. (6) Drug 1: CC1=CC2C(CCC3(C2CCC3(C(=O)C)OC(=O)C)C)C4(C1=CC(=O)CC4)C. Drug 2: C1CC(C1)(C(=O)O)C(=O)O.[NH2-].[NH2-].[Pt+2]. Cell line: IGROV1. Synergy scores: CSS=45.0, Synergy_ZIP=2.23, Synergy_Bliss=1.86, Synergy_Loewe=-10.1, Synergy_HSA=0.713. (7) Drug 1: CC(CN1CC(=O)NC(=O)C1)N2CC(=O)NC(=O)C2. Drug 2: C1=NC(=NC(=O)N1C2C(C(C(O2)CO)O)O)N. Cell line: NCI-H226. Synergy scores: CSS=9.06, Synergy_ZIP=-3.68, Synergy_Bliss=1.42, Synergy_Loewe=-1.63, Synergy_HSA=0.0294. (8) Drug 1: C1=NC2=C(N1)C(=S)N=CN2. Drug 2: C(CC(=O)O)C(=O)CN.Cl. Cell line: NCI-H322M. Synergy scores: CSS=45.1, Synergy_ZIP=-0.804, Synergy_Bliss=3.50, Synergy_Loewe=-6.40, Synergy_HSA=4.03.